Predict the reaction yield, written as a fraction of the theoretical maximum amount of product (1.0 means a 100% yield; for example, 0.34 means a 34% yield). From a dataset of Reaction yield outcomes from USPTO patents with 853,638 reactions. (1) The reactants are [NH2:1][C:2]1[N:10]=[CH:9][N:8]=[C:7]2[C:3]=1[N:4]([C:27]1[CH:32]=[CH:31][C:30]([O:33][C:34]3[CH:39]=[CH:38][CH:37]=[CH:36][CH:35]=3)=[CH:29][CH:28]=1)[C:5](=[O:26])[N:6]2[C:11]1[CH:12]=[C:13]([N:17](C)[C:18](=O)OC(C)(C)C)[CH:14]=[CH:15][CH:16]=1.C(O)(C(F)(F)F)=O. The catalyst is C(Cl)Cl. The product is [NH2:1][C:2]1[N:10]=[CH:9][N:8]=[C:7]2[C:3]=1[N:4]([C:27]1[CH:32]=[CH:31][C:30]([O:33][C:34]3[CH:35]=[CH:36][CH:37]=[CH:38][CH:39]=3)=[CH:29][CH:28]=1)[C:5](=[O:26])[N:6]2[C:11]1[CH:16]=[CH:15][CH:14]=[C:13]([NH:17][CH3:18])[CH:12]=1. The yield is 1.00. (2) The reactants are [CH2:1]([O:3][CH2:4][C:5]([OH:7])=O)[CH3:2].C(Cl)(=O)C(Cl)=O.CN(C=O)C.[NH2:19][C:20]1[CH:28]=[CH:27][CH:26]=[C:25]2[C:21]=1[C:22](=[O:38])[N:23]([CH:30]1[CH2:35][CH2:34][C:33](=[O:36])[NH:32][C:31]1=[O:37])[C:24]2=[O:29]. The catalyst is CCOCC.CO.C1COCC1. The product is [O:37]=[C:31]1[CH:30]([N:23]2[C:22](=[O:38])[C:21]3[C:25](=[CH:26][CH:27]=[CH:28][C:20]=3[NH:19][C:5](=[O:7])[CH2:4][O:3][CH2:1][CH3:2])[C:24]2=[O:29])[CH2:35][CH2:34][C:33](=[O:36])[NH:32]1. The yield is 0.870. (3) The reactants are [NH2:1][C:2]1[CH:16]=[CH:15][C:14]([Cl:17])=[CH:13][C:3]=1[C:4]([C:6]1[CH:11]=[CH:10][CH:9]=[C:8]([OH:12])[CH:7]=1)=O.[CH3:18][C:19]1[CH:23]=[C:22]([CH2:24][C:25](Cl)=[O:26])[O:21][N:20]=1.Cl.CC1C=C(CC(O)=O)ON=1.C(Cl)(=O)C(Cl)=O. The catalyst is C(Cl)Cl.C(N(CC)CC)C.CN(C)C=O. The product is [Cl:17][C:14]1[CH:13]=[C:3]2[C:2](=[CH:16][CH:15]=1)[NH:1][C:25](=[O:26])[C:24]([C:22]1[O:21][N:20]=[C:19]([CH3:18])[CH:23]=1)=[C:4]2[C:6]1[CH:11]=[CH:10][CH:9]=[C:8]([OH:12])[CH:7]=1. The yield is 0.700. (4) The reactants are [N:1]1[CH:6]=[CH:5][CH:4]=[CH:3][C:2]=1[C:7](=O)[CH2:8][C:9](=O)[C:10]([F:13])([F:12])[F:11].C(C1C=CC=CN=1)(=O)C.[NH2:25][C:26]1[N:27]=[CH:28][NH:29][C:30]=1[C:31]#[N:32]. No catalyst specified. The product is [N:1]1[CH:6]=[CH:5][CH:4]=[CH:3][C:2]=1[C:7]1[CH:8]=[C:9]([C:10]([F:13])([F:12])[F:11])[N:27]2[CH:28]=[N:29][C:30]([C:31]#[N:32])=[C:26]2[N:25]=1. The yield is 0.470. (5) The reactants are [Cl:1][C:2]1[C:3]([O:12][C:13]2[CH:18]=[C:17]([O:19][CH2:20][O:21][CH3:22])[CH:16]=[CH:15][C:14]=2[CH2:23][CH2:24][C:25](OCC)=[O:26])=[N:4][CH:5]=[C:6]([C:8]([F:11])([F:10])[F:9])[CH:7]=1.[H-].C([Al+]CC(C)C)C(C)C. The catalyst is C(OCC)C.C1(C)C=CC=CC=1.[Cl-].[Na+].O. The product is [Cl:1][C:2]1[C:3]([O:12][C:13]2[CH:18]=[C:17]([O:19][CH2:20][O:21][CH3:22])[CH:16]=[CH:15][C:14]=2[CH2:23][CH2:24][CH2:25][OH:26])=[N:4][CH:5]=[C:6]([C:8]([F:10])([F:9])[F:11])[CH:7]=1. The yield is 0.720. (6) The reactants are [CH3:1][C:2]1([CH3:14])[C:6]([CH3:8])([CH3:7])[O:5][B:4]([C:9]2[CH:10]=[N:11][NH:12][CH:13]=2)[O:3]1.[H-].[Na+].Br[CH2:18][CH2:19][N:20]([CH2:23][CH3:24])[CH2:21][CH3:22].[I-].[K+]. The catalyst is O1CCCC1.C(OCC)(=O)C.O. The product is [CH2:19]([N:20]([CH2:23][CH3:24])[CH2:21][CH2:22][N:12]1[CH:13]=[C:9]([B:4]2[O:5][C:6]([CH3:7])([CH3:8])[C:2]([CH3:14])([CH3:1])[O:3]2)[CH:10]=[N:11]1)[CH3:18]. The yield is 0.900. (7) The reactants are [NH2:1][C:2]1[CH:7]=[CH:6][CH:5]=[CH:4][CH:3]=1.N1C(C)=CC=CC=1C.Br[CH2:17][CH2:18][O:19][CH2:20][C:21]1[CH:26]=[CH:25][CH:24]=[CH:23][CH:22]=1. The catalyst is CN(C=O)C.C(OCC)(=O)C. The product is [CH2:20]([O:19][CH2:18][CH2:17][NH:1][C:2]1[CH:7]=[CH:6][CH:5]=[CH:4][CH:3]=1)[C:21]1[CH:26]=[CH:25][CH:24]=[CH:23][CH:22]=1. The yield is 0.370. (8) The yield is 0.890. The product is [CH3:40][O:39][C:36]1[CH:35]=[CH:34][C:33]([CH2:32][NH:7][C:8]2[S:9][C:10]3[CH2:19][CH2:18][CH:17]([O:20][CH3:21])[C:16]4[C:12](=[CH:13][N:14]([CH2:22][C:23]5[CH:24]=[CH:25][C:26]([O:29][CH3:30])=[CH:27][CH:28]=5)[N:15]=4)[C:11]=3[N:31]=2)=[CH:38][CH:37]=1. The reactants are C(OC(=O)[N:7]([CH2:32][C:33]1[CH:38]=[CH:37][C:36]([O:39][CH3:40])=[CH:35][CH:34]=1)[C:8]1[S:9][C:10]2[CH2:19][CH2:18][CH:17]([O:20][CH3:21])[C:16]3[C:12](=[CH:13][N:14]([CH2:22][C:23]4[CH:28]=[CH:27][C:26]([O:29][CH3:30])=[CH:25][CH:24]=4)[N:15]=3)[C:11]=2[N:31]=1)(C)(C)C. The catalyst is C(O)(C(F)(F)F)=O.C(Cl)Cl. (9) The reactants are [Cl:1][C:2]1[CH:3]=[C:4]2[C:8](=[CH:9][CH:10]=1)[C:7](=[O:11])[NH:6][C:5]2([CH3:13])[CH3:12].Br[C:15]1[CH:16]=[C:17]([CH:21]2[CH2:26][CH2:25][N:24]([C:27](=[O:30])[CH2:28][CH3:29])[CH2:23][CH2:22]2)[CH:18]=[N:19][CH:20]=1.[C@H]1(N)CCCC[C@@H]1N.C([O-])([O-])=O.[Cs+].[Cs+].C([O-])(O)=O.[Na+]. The catalyst is O1CCOCC1.[Cu]I. The product is [Cl:1][C:2]1[CH:3]=[C:4]2[C:8](=[CH:9][CH:10]=1)[C:7](=[O:11])[N:6]([C:15]1[CH:20]=[N:19][CH:18]=[C:17]([CH:21]3[CH2:22][CH2:23][N:24]([C:27](=[O:30])[CH2:28][CH3:29])[CH2:25][CH2:26]3)[CH:16]=1)[C:5]2([CH3:13])[CH3:12]. The yield is 0.130. (10) The reactants are [NH:1]1[C:9]2[C:4](=[CH:5][CH:6]=[CH:7][CH:8]=2)[CH:3]=[C:2]1[C:10]([OH:12])=O.C(Cl)(=O)C([Cl:16])=O.CN(C)C=O. The catalyst is C(Cl)Cl. The product is [NH:1]1[C:9]2[C:4](=[CH:5][CH:6]=[CH:7][CH:8]=2)[CH:3]=[C:2]1[C:10]([Cl:16])=[O:12]. The yield is 0.980.